This data is from Aqueous solubility values for 9,982 compounds from the AqSolDB database. The task is: Regression/Classification. Given a drug SMILES string, predict its absorption, distribution, metabolism, or excretion properties. Task type varies by dataset: regression for continuous measurements (e.g., permeability, clearance, half-life) or binary classification for categorical outcomes (e.g., BBB penetration, CYP inhibition). For this dataset (solubility_aqsoldb), we predict Y. (1) The drug is Cn1cc(I)ccc1=O. The Y is -0.00940 log mol/L. (2) The drug is OCc1c(Cl)cccc1Cl. The Y is -2.10 log mol/L. (3) The molecule is CCOC(=O)CCc1ccccc1. The Y is -2.91 log mol/L.